Dataset: Reaction yield outcomes from USPTO patents with 853,638 reactions. Task: Predict the reaction yield, written as a fraction of the theoretical maximum amount of product (1.0 means a 100% yield; for example, 0.34 means a 34% yield). The reactants are C([O:3][C:4]([C:6]1[NH:7][C:8]2[C:13]([C:14]=1[CH3:15])=[CH:12][C:11]([O:16][CH3:17])=[C:10]([C:18]([F:21])([F:20])[F:19])[CH:9]=2)=[O:5])C.[OH-].[K+].Cl. The catalyst is C(O)C.O. The product is [CH3:17][O:16][C:11]1[CH:12]=[C:13]2[C:8](=[CH:9][C:10]=1[C:18]([F:20])([F:21])[F:19])[NH:7][C:6]([C:4]([OH:5])=[O:3])=[C:14]2[CH3:15]. The yield is 0.730.